This data is from hERG potassium channel inhibition data for cardiac toxicity prediction from Karim et al.. The task is: Regression/Classification. Given a drug SMILES string, predict its toxicity properties. Task type varies by dataset: regression for continuous values (e.g., LD50, hERG inhibition percentage) or binary classification for toxic/non-toxic outcomes (e.g., AMES mutagenicity, cardiotoxicity, hepatotoxicity). Dataset: herg_karim. (1) The drug is CN(C)C(=O)N[C@H]1CC[C@H](CCN2CCN(c3cccc(Cl)c3Cl)CC2)CC1. The result is 0 (non-blocker). (2) The molecule is COCCc1ccc(OC[C@H](O)C[NH2+]C(C)C)cc1. The result is 0 (non-blocker).